Dataset: Reaction yield outcomes from USPTO patents with 853,638 reactions. Task: Predict the reaction yield, written as a fraction of the theoretical maximum amount of product (1.0 means a 100% yield; for example, 0.34 means a 34% yield). (1) The reactants are [O:1]=[C:2]1[N:7]([C:8]2[CH:13]=[CH:12][CH:11]=[CH:10][CH:9]=2)[C:6]2[N:14]=[CH:15][CH:16]=[CH:17][C:5]=2[N:4]=[C:3]1[C:18]([O:20]CC)=[O:19].Cl. The catalyst is C(O)(=O)C. The product is [O:1]=[C:2]1[N:7]([C:8]2[CH:9]=[CH:10][CH:11]=[CH:12][CH:13]=2)[C:6]2[N:14]=[CH:15][CH:16]=[CH:17][C:5]=2[N:4]=[C:3]1[C:18]([OH:20])=[O:19]. The yield is 0.670. (2) The reactants are Br[C:2]1[N:7]=[C:6]([C:8]([O:10][CH3:11])=[O:9])[CH:5]=[CH:4][C:3]=1[F:12].[F:13][C:14]1[CH:15]=[C:16]([C:30]2([OH:34])[CH2:33][CH2:32][CH2:31]2)[CH:17]=[C:18]([F:29])[C:19]=1B1OC(C)(C)C(C)(C)O1. No catalyst specified. The product is [F:13][C:14]1[CH:15]=[C:16]([C:30]2([OH:34])[CH2:31][CH2:32][CH2:33]2)[CH:17]=[C:18]([F:29])[C:19]=1[C:2]1[N:7]=[C:6]([C:8]([O:10][CH3:11])=[O:9])[CH:5]=[CH:4][C:3]=1[F:12]. The yield is 0.710. (3) The reactants are [CH3:1][NH:2][CH3:3].[I:4][C:5]1[CH:10]=[CH:9][C:8]([S:11](Cl)(=[O:13])=[O:12])=[CH:7][CH:6]=1.O. The catalyst is N1C=CC=CC=1. The product is [I:4][C:5]1[CH:10]=[CH:9][C:8]([S:11]([N:2]([CH3:3])[CH3:1])(=[O:13])=[O:12])=[CH:7][CH:6]=1. The yield is 0.880.